Dataset: Catalyst prediction with 721,799 reactions and 888 catalyst types from USPTO. Task: Predict which catalyst facilitates the given reaction. (1) Reactant: [CH2:1]([O:3][CH2:4][C:5]1[N:6]([CH2:26][CH2:27][CH3:28])[C:7]2[C:16]3[CH:15]=[CH:14][C:13]([O:17][CH:18]4[CH2:23][CH2:22][NH:21][CH2:20][CH2:19]4)=[CH:12][C:11]=3[N:10]=[C:9]([NH2:24])[C:8]=2[N:25]=1)[CH3:2].[CH:29]([N:32]=[C:33]=[O:34])([CH3:31])[CH3:30]. Product: [NH2:24][C:9]1[C:8]2[N:25]=[C:5]([CH2:4][O:3][CH2:1][CH3:2])[N:6]([CH2:26][CH2:27][CH3:28])[C:7]=2[C:16]2[CH:15]=[CH:14][C:13]([O:17][CH:18]3[CH2:19][CH2:20][N:21]([C:33]([NH:32][CH:29]([CH3:31])[CH3:30])=[O:34])[CH2:22][CH2:23]3)=[CH:12][C:11]=2[N:10]=1. The catalyst class is: 4. (2) The catalyst class is: 1. Reactant: [CH:1]1([C@H:4]([NH:8][C@H:9]([C:11]2[CH:16]=[CH:15][CH:14]=[CH:13][CH:12]=2)[CH3:10])[C:5](O)=[O:6])[CH2:3][CH2:2]1.CSC.B. Product: [CH:1]1([C@H:4]([NH:8][C@H:9]([C:11]2[CH:12]=[CH:13][CH:14]=[CH:15][CH:16]=2)[CH3:10])[CH2:5][OH:6])[CH2:3][CH2:2]1. (3) Reactant: [C:1]([O:5][C:6]([N:8]1[CH2:11][CH:10]([CH2:12][C:13](O)=[O:14])[CH2:9]1)=[O:7])([CH3:4])([CH3:3])[CH3:2].B#B.O. Product: [OH:14][CH2:13][CH2:12][CH:10]1[CH2:11][N:8]([C:6]([O:5][C:1]([CH3:4])([CH3:3])[CH3:2])=[O:7])[CH2:9]1. The catalyst class is: 1. (4) Reactant: [OH:1][C:2]1[CH:7]=[C:6]([O:8][CH2:9][CH2:10][CH2:11][CH2:12][O:13][C:14]2[CH:19]=[CH:18][C:17]([C:20](=[O:25])[CH2:21][CH:22]([CH3:24])[CH3:23])=[C:16]([OH:26])[C:15]=2[CH3:27])[CH:5]=[CH:4][C:3]=1[CH2:28][CH2:29][C:30]([OH:32])=O.C1(C)C=CC(S(O)(=O)=O)=CC=1. Product: [OH:26][C:16]1[C:15]([CH3:27])=[C:14]([CH:19]=[CH:18][C:17]=1[C:20](=[O:25])[CH2:21][CH:22]([CH3:24])[CH3:23])[O:13][CH2:12][CH2:11][CH2:10][CH2:9][O:8][C:6]1[CH:7]=[C:2]2[C:3]([CH2:28][CH2:29][C:30](=[O:32])[O:1]2)=[CH:4][CH:5]=1. The catalyst class is: 48. (5) Reactant: Cl.Cl[C:3]1[N:16]2[C:7](=[N:8][C:9]3[C:14]([C:15]2=[O:17])=[C:13]([F:18])[CH:12]=[CH:11][CH:10]=3)[C:6]2[CH:19]=[CH:20][N:21](S(C3C=CC(C)=CC=3)(=O)=O)[C:5]=2[N:4]=1.[CH3:32][O:33][C:34]1[CH:35]=[C:36]2[C:40](=[CH:41][C:42]=1[NH2:43])[N:39]([C:44](=[O:48])[CH2:45][O:46][CH3:47])[CH2:38][CH2:37]2.[NH4+:49].[OH-].[Na+].[Cl-].[OH-].[K+].[OH-].[Na+]. Product: [F:18][C:13]1[CH:12]=[CH:11][CH:10]=[C:9]([NH:8][C:7]2[N:16]=[C:3]([NH:43][C:42]3[CH:41]=[C:40]4[C:36]([CH2:37][CH2:38][N:39]4[C:44](=[O:48])[CH2:45][O:46][CH3:47])=[CH:35][C:34]=3[O:33][CH3:32])[NH:4][C:5]3=[N:21][CH:20]=[CH:19][C:6]=23)[C:14]=1[C:15]([NH2:49])=[O:17]. The catalyst class is: 49. (6) Product: [Br-:20].[CH3:21][O:22][C:23]([C:25]1[C:26]([CH2:35][PH2+:36][C:37]2[CH:42]=[CH:41][CH:40]=[CH:39][CH:38]=2)=[N:27][C:28]([C:31]([F:32])([F:34])[F:33])=[CH:29][CH:30]=1)=[O:24]. Reactant: C1(P(C2C=CC=CC=2)C2C=CC=CC=2)C=CC=CC=1.[Br-:20].[CH3:21][O:22][C:23]([C:25]1[C:26]([CH2:35][P+:36](C2C=CC=CC=2)(C2C=CC=CC=2)[C:37]2[CH:42]=[CH:41][CH:40]=[CH:39][CH:38]=2)=[N:27][C:28]([C:31]([F:34])([F:33])[F:32])=[CH:29][CH:30]=1)=[O:24]. The catalyst class is: 11. (7) Reactant: [NH2:1]/[C:2](=[N:18]\[O:19][C:20]([C@H:22]1[CH2:26][CH2:25][C@H:24]([NH:27][C:28](=[O:34])[O:29][C:30]([CH3:33])([CH3:32])[CH3:31])[CH2:23]1)=O)/[CH:3]([C:11]1[CH:16]=[CH:15][C:14]([CH3:17])=[CH:13][CH:12]=1)[O:4][CH:5]1[CH2:10][CH2:9][CH2:8][CH2:7][O:6]1.C(=O)([O-])[O-].[Na+].[Na+]. Product: [CH3:17][C:14]1[CH:15]=[CH:16][C:11]([CH:3]([O:4][CH:5]2[CH2:10][CH2:9][CH2:8][CH2:7][O:6]2)[C:2]2[N:1]=[C:20]([C@H:22]3[CH2:26][CH2:25][C@H:24]([NH:27][C:28](=[O:34])[O:29][C:30]([CH3:33])([CH3:32])[CH3:31])[CH2:23]3)[O:19][N:18]=2)=[CH:12][CH:13]=1. The catalyst class is: 8.